From a dataset of Reaction yield outcomes from USPTO patents with 853,638 reactions. Predict the reaction yield, written as a fraction of the theoretical maximum amount of product (1.0 means a 100% yield; for example, 0.34 means a 34% yield). (1) The reactants are [O:1]1[CH2:6][CH2:5][N:4]([C:7]2[CH:12]=[CH:11][C:10]([NH:13][C:14]3[N:19]=[C:18]([C:20]4[CH:28]=[CH:27][C:23]([C:24](O)=[O:25])=[CH:22][CH:21]=4)[CH:17]=[CH:16][N:15]=3)=[CH:9][CH:8]=2)[CH2:3][CH2:2]1.C(N(CC)CC)C.Cl.[NH2:37][CH2:38][C:39]#[N:40].ON1C2C=CC=CC=2N=N1.Cl.C(N=C=NCCCN(C)C)C. The catalyst is CN(C=O)C. The product is [CH:21]1[C:20]([C:18]2[CH:17]=[CH:16][N:15]=[C:14]([NH:13][C:10]3[CH:9]=[CH:8][C:7]([N:4]4[CH2:5][CH2:6][O:1][CH2:2][CH2:3]4)=[CH:12][CH:11]=3)[N:19]=2)=[CH:28][CH:27]=[C:23]([C:24]([NH:40][CH2:39][C:38]#[N:37])=[O:25])[CH:22]=1. The yield is 0.880. (2) The reactants are [C:1]([CH:5]1[CH2:13][C:12]2[C:7](=[CH:8][CH:9]=[C:10]([NH:14][C:15]([C:17]3([C:20]4[CH:30]=[CH:29][C:23]5[O:24][C:25]([F:28])([F:27])[O:26][C:22]=5[CH:21]=4)[CH2:19][CH2:18]3)=[O:16])[CH:11]=2)[N:6]1[CH2:31][CH2:32]Cl)([CH3:4])([CH3:3])[CH3:2].[C-:34]#[N:35].[Na+].O. The catalyst is CCO. The product is [C:1]([CH:5]1[CH2:13][C:12]2[C:7](=[CH:8][CH:9]=[C:10]([NH:14][C:15]([C:17]3([C:20]4[CH:30]=[CH:29][C:23]5[O:24][C:25]([F:28])([F:27])[O:26][C:22]=5[CH:21]=4)[CH2:19][CH2:18]3)=[O:16])[CH:11]=2)[N:6]1[CH2:31][CH2:32][C:34]#[N:35])([CH3:4])([CH3:3])[CH3:2]. The yield is 0.480. (3) The reactants are C([O:4][C@H:5]1[C@H:9]([O:10][C:11](=[O:18])[C:12]2[CH:17]=[CH:16][CH:15]=[CH:14][CH:13]=2)[C@H:8]([CH2:19][O:20][C:21](=[O:28])[C:22]2[CH:27]=[CH:26][CH:25]=[CH:24][CH:23]=2)[O:7][C@@H:6]1[N:29]1[CH:37]=[N:36][C:35]2[C:30]1=[N:31][CH:32]=[N:33][C:34]=2[NH2:38])(=O)C.O.NN. The catalyst is N1C=CC=CC=1. The product is [C:11]([O:10][C@@H:9]1[C@H:8]([CH2:19][O:20][C:21](=[O:28])[C:22]2[CH:23]=[CH:24][CH:25]=[CH:26][CH:27]=2)[O:7][C@H:6]([N:29]2[CH:37]=[N:36][C:35]3[C:30]2=[N:31][CH:32]=[N:33][C:34]=3[NH2:38])[C@H:5]1[OH:4])(=[O:18])[C:12]1[CH:13]=[CH:14][CH:15]=[CH:16][CH:17]=1. The yield is 0.680. (4) The reactants are [CH3:1][O:2][C:3]1[CH:8]=[CH:7][C:6]([O:9][CH3:10])=[CH:5][C:4]=1[NH:11][C:12]([CH:14]1[CH2:19][CH2:18][CH2:17][CH2:16][CH2:15]1)=O.COC1C=CC(P2(SP(C3C=CC(OC)=CC=3)(=S)S2)=[S:29])=CC=1.O. The catalyst is C1(C)C=CC=CC=1. The yield is 0.810. The product is [CH3:1][O:2][C:3]1[CH:8]=[CH:7][C:6]([O:9][CH3:10])=[CH:5][C:4]=1[NH:11][C:12]([CH:14]1[CH2:19][CH2:18][CH2:17][CH2:16][CH2:15]1)=[S:29].